Predict the reactants needed to synthesize the given product. From a dataset of Full USPTO retrosynthesis dataset with 1.9M reactions from patents (1976-2016). (1) Given the product [Cl:8][C:7]1[CH:2]=[CH:3][C:4]([NH:9][C:10]2[N:15]=[C:14]([NH:16][CH2:32][C:31]([OH:34])=[O:33])[C:13]([N+:22]([O-:24])=[O:23])=[CH:12][N:11]=2)=[CH:5][CH:6]=1, predict the reactants needed to synthesize it. The reactants are: Cl[C:2]1[CH:3]=[C:4]([NH:9][C:10]2[N:15]=[C:14]([NH:16]CCC(O)=O)[C:13]([N+:22]([O-:24])=[O:23])=[CH:12][N:11]=2)[CH:5]=[CH:6][C:7]=1[Cl:8].C1CCCCC1.[C:31]([O:34]CC)(=[O:33])[CH3:32].CO. (2) The reactants are: [CH:1]1([CH2:4][N:5]2[C:9]3[CH:10]=[CH:11][C:12]([OH:14])=[CH:13][C:8]=3[N:7]=[N:6]2)[CH2:3][CH2:2]1.[I:15]N1C(=O)CCC1=O. Given the product [CH:1]1([CH2:4][N:5]2[C:9]3[CH:10]=[CH:11][C:12]([OH:14])=[C:13]([I:15])[C:8]=3[N:7]=[N:6]2)[CH2:2][CH2:3]1, predict the reactants needed to synthesize it. (3) The reactants are: [C:1]1(=[O:8])[CH2:7][CH2:6][CH2:5][CH2:4][CH2:3][CH2:2]1.Br[CH2:10][C:11]1[CH:16]=[CH:15][CH:14]=[CH:13][C:12]=1[CH2:17]Br.CC(C)([O-])C.[K+]. Given the product [CH2:17]1[C:12]2[C:11](=[CH:16][CH:15]=[CH:14][CH:13]=2)[CH2:10][C:2]21[CH2:3][CH2:4][CH2:5][CH2:6][CH2:7][C:1]2=[O:8], predict the reactants needed to synthesize it. (4) Given the product [F:1][C:2]1[CH:3]=[N:4][C:5]([N:8]2[CH2:12][CH:11]([C:13]([OH:15])=[O:14])[N:10]([CH3:20])[C:9]2=[O:21])=[N:6][CH:7]=1, predict the reactants needed to synthesize it. The reactants are: [F:1][C:2]1[CH:3]=[N:4][C:5]([N:8]2[CH2:12][CH:11]([C:13]([O:15]C(C)(C)C)=[O:14])[N:10]([CH3:20])[C:9]2=[O:21])=[N:6][CH:7]=1.FC(F)(F)C(O)=O. (5) Given the product [F:1][C:2]1[CH:3]=[CH:4][C:5]([CH2:6][NH:7][C:8]([C:10]2[N:11]=[C:12]3[N:22]([CH3:23])[C:26](=[O:38])[N:29]([CH2:30][CH2:31][N:50]4[CH2:51][CH2:52][O:47][CH2:48][CH2:49]4)[C:32]4=[CH:34][CH:16]=[N:17][C:18]([C:19]=2[O:20][CH3:21])=[C:33]34)=[O:9])=[CH:24][CH:25]=1, predict the reactants needed to synthesize it. The reactants are: [F:1][C:2]1[CH:25]=[CH:24][C:5]([CH2:6][NH:7][C:8]([C:10]2[C:19]([O:20][CH3:21])=[C:18]3C(C=C[CH:16]=[N:17]3)=[C:12]([NH:22][CH3:23])[N:11]=2)=[O:9])=[CH:4][CH:3]=1.[CH:26]([N:29]([CH:32]([CH3:34])[CH3:33])[CH2:30][CH3:31])(C)C.ClC(Cl)([O:38]C(=O)OC(Cl)(Cl)Cl)Cl.[O:47]1[CH2:52][CH2:51][N:50](CCN)[CH2:49][CH2:48]1.